Predict the product of the given reaction. From a dataset of Forward reaction prediction with 1.9M reactions from USPTO patents (1976-2016). (1) Given the reactants [CH3:1][S:2][C:3]1[CH:8]=[CH:7][C:6]([C:9]2[O:13][N:12]=[CH:11][C:10]=2[CH2:14][CH2:15][CH2:16][OH:17])=[CH:5][CH:4]=1.ClC1C=CC=C(C(OO)=[O:26])C=1.[OH2:29], predict the reaction product. The product is: [CH3:1][S:2]([C:3]1[CH:4]=[CH:5][C:6]([C:9]2[O:13][N:12]=[CH:11][C:10]=2[CH2:14][CH2:15][CH2:16][OH:17])=[CH:7][CH:8]=1)(=[O:26])=[O:29]. (2) Given the reactants [C:1]([CH2:4][CH2:5][CH2:6][N:7]([CH3:63])[C@H:8]([C:12]([NH:14][C@H:15]([C:19]([N:21]([C@@H:23]([C@@H:59]([CH3:62])[CH2:60][CH3:61])[C@H:24]([O:57][CH3:58])[CH2:25][C:26]([N:28]1[CH2:32][CH2:31][CH2:30][C@H:29]1[C@H:33]([O:55][CH3:56])[C@@H:34]([CH3:54])[C:35]([NH:37][C@@H:38]([CH2:47][C:48]1[CH:53]=[CH:52][CH:51]=[CH:50][CH:49]=1)[C:39]([N:41]1[CH2:46][CH2:45][CH2:44][CH2:43][O:42]1)=[O:40])=[O:36])=[O:27])[CH3:22])=[O:20])[CH:16]([CH3:18])[CH3:17])=[O:13])[CH:9]([CH3:11])[CH3:10])(O)=[O:2].F[P-](F)(F)(F)(F)F.N1(OC(N(C)C)=[N+](C)C)C2N=CC=CC=2N=N1.C(N(CC)C(C)C)(C)C.FC(F)(F)C(O)=O.[O:104]=[C:105]1[CH:109]=[CH:108][C:107](=[O:110])[N:106]1[CH2:111][CH2:112][CH2:113][CH2:114][CH2:115][C:116]([NH:118][NH:119][CH3:120])=[O:117], predict the reaction product. The product is: [O:110]=[C:107]1[CH:108]=[CH:109][C:105](=[O:104])[N:106]1[CH2:111][CH2:112][CH2:113][CH2:114][CH2:115][C:116]([NH:118][N:119]([C:1](=[O:2])[CH2:4][CH2:5][CH2:6][N:7]([CH3:63])[C@H:8]([C:12]([NH:14][C@H:15]([C:19]([N:21]([C@@H:23]([C@@H:59]([CH3:62])[CH2:60][CH3:61])[C@H:24]([O:57][CH3:58])[CH2:25][C:26]([N:28]1[CH2:32][CH2:31][CH2:30][C@H:29]1[C@H:33]([O:55][CH3:56])[C@@H:34]([CH3:54])[C:35]([NH:37][C@@H:38]([CH2:47][C:48]1[CH:53]=[CH:52][CH:51]=[CH:50][CH:49]=1)[C:39]([N:41]1[CH2:46][CH2:45][CH2:44][CH2:43][O:42]1)=[O:40])=[O:36])=[O:27])[CH3:22])=[O:20])[CH:16]([CH3:18])[CH3:17])=[O:13])[CH:9]([CH3:11])[CH3:10])[CH3:120])=[O:117]. (3) Given the reactants [OH:1][NH:2][C:3]([C:5]1[NH:6][CH:7]=[CH:8][CH:9]=1)=[NH:4].[CH3:10][C:11]([O:14][C:15]([N:17]1[CH2:21][CH:20]([C:22](O)=O)[CH2:19][CH2:18]1)=[O:16])([CH3:13])[CH3:12].CCN=C=NCCCN(C)C.Cl.C1C=CC2N(O)N=NC=2C=1.C(N(CC)CC)C, predict the reaction product. The product is: [C:11]([O:14][C:15]([N:17]1[CH2:18][CH2:19][CH:20]([C:22]2[O:1][N:2]=[C:3]([C:5]3[NH:6][CH:7]=[CH:8][CH:9]=3)[N:4]=2)[CH2:21]1)=[O:16])([CH3:13])([CH3:10])[CH3:12]. (4) Given the reactants Br[C:2]1[CH:7]=[CH:6][C:5]([O:8][CH2:9][CH2:10][CH2:11][CH3:12])=[C:4]([F:13])[CH:3]=1.[Li]CCCC.[B:19](OC)([O:22]C)[O:20]C.Cl, predict the reaction product. The product is: [CH2:9]([O:8][C:5]1[CH:6]=[CH:7][C:2]([B:19]([OH:22])[OH:20])=[CH:3][C:4]=1[F:13])[CH2:10][CH2:11][CH3:12]. (5) Given the reactants C(OC([N:8]1[CH2:13][CH2:12][C:11]2[N:14]=[C:15]([NH:17][C:18]([C:20]3[C:28]4[NH:27][C:26]([NH:29][C:30]([C:32]5[N:33]=[CH:34][C:35]6[C:40]([CH:41]=5)=[CH:39][CH:38]=[CH:37][CH:36]=6)=[O:31])=[N:25][C:24]=4[CH:23]=[CH:22][CH:21]=3)=[O:19])[S:16][C:10]=2[CH2:9]1)=O)(C)(C)C.Cl, predict the reaction product. The product is: [N:14]1[C:11]2[CH2:12][CH2:13][NH:8][CH2:9][C:10]=2[S:16][C:15]=1[NH:17][C:18]([C:20]1[C:28]2[NH:27][C:26]([NH:29][C:30]([C:32]3[N:33]=[CH:34][C:35]4[C:40]([CH:41]=3)=[CH:39][CH:38]=[CH:37][CH:36]=4)=[O:31])=[N:25][C:24]=2[CH:23]=[CH:22][CH:21]=1)=[O:19]. (6) Given the reactants [C:1]1([C:7]2[CH:8]=[C:9]([C:16]([OH:18])=[O:17])[S:10][C:11]=2[C:12]([F:15])([F:14])[F:13])[CH:6]=[CH:5][CH:4]=[CH:3][CH:2]=1.O/[N:20]=[C:21](/[C:23]1[CH:40]=[CH:39][C:26]([CH2:27][N:28]2[CH2:31][CH:30]([C:32]([O:34][C:35]([CH3:38])(C)C)=[O:33])[CH2:29]2)=[CH:25][CH:24]=1)\[NH2:22].N1C=CC=[CH:43][C:42]=1C1C(C(F)(F)F)=C(C2ON=C(C3C=CC(CN4CC(C(O)=O)C4)=CC=3)N=2)ON=1.C1C=CC2N(O)N=NC=2C=1.CCN(C(C)C)C(C)C.C(Cl)CCl, predict the reaction product. The product is: [C:1]1([C:7]2[CH:8]=[C:9]([C:16]([O:18][N:20]=[C:21]([C:23]3[CH:24]=[CH:25][C:26]([CH2:27][N:28]4[CH2:29][CH:30]([C:32]([O:34][CH2:35][CH2:38][CH2:42][CH3:43])=[O:33])[CH2:31]4)=[CH:39][CH:40]=3)[NH2:22])=[O:17])[S:10][C:11]=2[C:12]([F:14])([F:15])[F:13])[CH:2]=[CH:3][CH:4]=[CH:5][CH:6]=1. (7) Given the reactants [CH3:1][O:2][C:3]1[CH:4]=[CH:5][C:6]2[N:10]([CH3:11])[C:9](=[O:12])[N:8]([CH2:13][C@H:14]3[CH2:19][CH2:18][C@H:17]([C:20](O)=[O:21])[CH2:16][CH2:15]3)[C:7]=2[CH:23]=1.C[N:25]1CCOCC1.[NH4+].[OH-].CCOC(C)=O, predict the reaction product. The product is: [CH3:1][O:2][C:3]1[CH:4]=[CH:5][C:6]2[N:10]([CH3:11])[C:9](=[O:12])[N:8]([CH2:13][C@H:14]3[CH2:15][CH2:16][C@H:17]([C:20]([NH2:25])=[O:21])[CH2:18][CH2:19]3)[C:7]=2[CH:23]=1. (8) Given the reactants Br[C:2]1[C:3]([F:15])=[CH:4][C:5]([F:14])=[C:6]([S:8]([N:11]([CH3:13])[CH3:12])(=[O:10])=[O:9])[CH:7]=1.[N:16]1[CH:21]=[CH:20][C:19](B(O)O)=[CH:18][CH:17]=1.C([O-])([O-])=O.[Na+].[Na+].C(Cl)Cl, predict the reaction product. The product is: [F:14][C:5]1[CH:4]=[C:3]([F:15])[C:2]([C:19]2[CH:20]=[CH:21][N:16]=[CH:17][CH:18]=2)=[CH:7][C:6]=1[S:8]([N:11]([CH3:13])[CH3:12])(=[O:10])=[O:9]. (9) Given the reactants Cl[C:2]1[CH:3]=[CH:4][C:5](=[O:23])[N:6]([CH2:8][CH2:9][O:10][C:11]2[C:20]3[C:15](=[CH:16][C:17]([O:21][CH3:22])=[CH:18][CH:19]=3)[N:14]=[CH:13][CH:12]=2)[N:7]=1.[Cl:24][C:25]1[CH:30]=[C:29](B2OC(C)(C)C(C)(C)O2)[CH:28]=[CH:27][C:26]=1[C@H:40]([NH:45][S@@:46]([C:48]([CH3:51])([CH3:50])[CH3:49])=[O:47])[C:41]([F:44])([F:43])[F:42].C(=O)([O-])[O-].[Cs+].[Cs+], predict the reaction product. The product is: [Cl:24][C:25]1[CH:30]=[C:29]([C:2]2[CH:3]=[CH:4][C:5](=[O:23])[N:6]([CH2:8][CH2:9][O:10][C:11]3[C:20]4[C:15](=[CH:16][C:17]([O:21][CH3:22])=[CH:18][CH:19]=4)[N:14]=[CH:13][CH:12]=3)[N:7]=2)[CH:28]=[CH:27][C:26]=1[C@H:40]([NH:45][S@@:46]([C:48]([CH3:51])([CH3:50])[CH3:49])=[O:47])[C:41]([F:44])([F:43])[F:42]. (10) Given the reactants [CH3:1][O:2][C:3]1[CH:8]=[CH:7][N:6]=[C:5]([CH2:9][CH2:10][C:11](OC)=O)[CH:4]=1.[NH2:15][C:16]1[C:21]([NH2:22])=[CH:20][CH:19]=[CH:18][N:17]=1.[OH-].[Na+], predict the reaction product. The product is: [CH3:1][O:2][C:3]1[CH:8]=[CH:7][N:6]=[C:5]([CH2:9][CH2:10][C:11]2[NH:15][C:16]3=[N:17][CH:18]=[CH:19][CH:20]=[C:21]3[N:22]=2)[CH:4]=1.